Dataset: Full USPTO retrosynthesis dataset with 1.9M reactions from patents (1976-2016). Task: Predict the reactants needed to synthesize the given product. (1) The reactants are: Cl[C:2]1[CH:7]=[CH:6][N:5]=[C:4]2[CH:8]=[C:9]([C:11]3[CH:16]=[C:15]([O:17][CH3:18])[C:14]([O:19][CH3:20])=[C:13]([O:21][CH3:22])[CH:12]=3)[O:10][C:3]=12.[NH2:23][CH2:24][C:25]1[C:26]([N:31]([CH3:36])[S:32]([CH3:35])(=[O:34])=[O:33])=[N:27][CH:28]=[CH:29][CH:30]=1.C(=O)([O-])[O-].[K+].[K+]. Given the product [CH3:36][N:31]([C:26]1[C:25]([CH2:24][NH:23][C:2]2[CH:7]=[CH:6][N:5]=[C:4]3[CH:8]=[C:9]([C:11]4[CH:16]=[C:15]([O:17][CH3:18])[C:14]([O:19][CH3:20])=[C:13]([O:21][CH3:22])[CH:12]=4)[O:10][C:3]=23)=[CH:30][CH:29]=[CH:28][N:27]=1)[S:32]([CH3:35])(=[O:34])=[O:33], predict the reactants needed to synthesize it. (2) Given the product [CH3:1][N:2]1[CH2:3][CH2:4][N:5]([C:8](=[O:13])[CH2:9][C:10]([NH:20][C:19]2[CH:21]=[CH:22][CH:23]=[C:17]([C:16]([F:15])([F:24])[F:25])[CH:18]=2)=[O:12])[CH2:6][CH2:7]1, predict the reactants needed to synthesize it. The reactants are: [CH3:1][N:2]1[CH2:7][CH2:6][N:5]([C:8](=[O:13])[CH2:9][C:10]([O-:12])=O)[CH2:4][CH2:3]1.[Li+].[F:15][C:16]([F:25])([F:24])[C:17]1[CH:18]=[C:19]([CH:21]=[CH:22][CH:23]=1)[NH2:20].C(N(C(C)C)C(C)C)C.O.ON1C2C=CC=CC=2N=N1.Cl.C(N=C=NCCCN(C)C)C. (3) Given the product [C:47]([O:51][C:52]([N:54]1[CH2:55][CH:56]=[C:57]([CH2:60][N:38]([C:39]2[CH:43]=[CH:42][S:41][C:40]=2[I:44])[C:36](=[O:37])[C:35]([F:34])([F:45])[F:46])[CH2:58][CH2:59]1)=[O:53])([CH3:50])([CH3:48])[CH3:49], predict the reactants needed to synthesize it. The reactants are: C1(P(C2C=CC=CC=2)C2C=CC=CC=2)C=CC=CC=1.CC(OC(/N=N/C(OC(C)C)=O)=O)C.[F:34][C:35]([F:46])([F:45])[C:36]([NH:38][C:39]1[CH:43]=[CH:42][S:41][C:40]=1[I:44])=[O:37].[C:47]([O:51][C:52]([N:54]1[CH2:59][CH:58]=[C:57]([CH2:60]O)[CH2:56][CH2:55]1)=[O:53])([CH3:50])([CH3:49])[CH3:48].